This data is from Full USPTO retrosynthesis dataset with 1.9M reactions from patents (1976-2016). The task is: Predict the reactants needed to synthesize the given product. (1) Given the product [CH3:1][O:2][C:3](=[O:22])[C@@H:4]([NH:13][C:14]([O:16][CH:17]1[CH2:21][CH2:20][CH2:19][CH2:18]1)=[O:15])[CH2:5][CH2:6][CH2:7][CH2:8][CH2:9][CH2:10][C:11]([OH:28])=[O:12], predict the reactants needed to synthesize it. The reactants are: [CH3:1][O:2][C:3](=[O:22])[C@@H:4]([NH:13][C:14]([O:16][CH:17]1[CH2:21][CH2:20][CH2:19][CH2:18]1)=[O:15])[CH2:5][CH2:6][CH2:7][CH2:8][CH2:9][CH2:10][CH:11]=[O:12].CC(=CC)C.[O-:28]Cl=O.[Na+]. (2) Given the product [C:1]([CH:3]1[CH2:8][CH2:7][N:6]([C:9](=[O:44])[C@H:10]([NH:14][C:15]([C:17]2[C:25]3[C:20](=[N:21][CH:22]=[C:23]([C:26]4[N:27]=[N:28][N:29]([CH:31]5[CH2:35][CH2:34][CH2:33][CH2:32]5)[CH:30]=4)[N:24]=3)[NH:19][CH:18]=2)=[O:16])[CH:11]2[CH2:12][CH2:13]2)[CH2:5][CH2:4]1)#[N:2], predict the reactants needed to synthesize it. The reactants are: [C:1]([CH:3]1[CH2:8][CH2:7][N:6]([C:9](=[O:44])[C@H:10]([NH:14][C:15]([C:17]2[C:25]3[C:20](=[N:21][CH:22]=[C:23]([C:26]4[N:27]=[N:28][N:29]([CH:31]5[CH2:35][CH2:34][CH2:33][CH2:32]5)[CH:30]=4)[N:24]=3)[N:19](COCC[Si](C)(C)C)[CH:18]=2)=[O:16])[CH:11]2[CH2:13][CH2:12]2)[CH2:5][CH2:4]1)#[N:2].C(O)(C(F)(F)F)=O. (3) The reactants are: [C:1]([C:3]1[C:8]2[N:9]=[C:10]([CH:12]3[CH2:14][CH2:13]3)[O:11][C:7]=2[C:6]([CH:15]([CH2:20][CH:21]=[CH2:22])[C:16](OC)=[O:17])=[C:5]([C:23]2[CH:28]=[CH:27][CH:26]=[CH:25][CH:24]=2)[C:4]=1[CH3:29])#[N:2].[Li+].[B-](CC)(CC)CC.[Cl-].[NH4+]. Given the product [CH:12]1([C:10]2[O:11][C:7]3[C:8](=[C:3]([C:1]#[N:2])[C:4]([CH3:29])=[C:5]([C:23]4[CH:24]=[CH:25][CH:26]=[CH:27][CH:28]=4)[C:6]=3[CH:15]([CH2:16][OH:17])[CH2:20][CH:21]=[CH2:22])[N:9]=2)[CH2:13][CH2:14]1, predict the reactants needed to synthesize it. (4) Given the product [CH3:15][O:14][C:11]1[CH:10]=[CH:9][C:8]([CH:7]2[CH:6]([O:16][Si:17]([CH:18]([CH3:19])[CH3:20])([CH:21]([CH3:23])[CH3:22])[CH:24]([CH3:26])[CH3:25])[CH2:5][N:4]([C:27]([O:29][CH2:30][C:31]3[CH:32]=[CH:33][CH:34]=[CH:35][CH:36]=3)=[O:28])[CH2:3][CH:2]2[O:1][CH2:38][C:39]2[CH:40]=[CH:41][C:42]3[O:47][CH2:46][C:45](=[O:48])[N:44]([CH2:49][CH2:50][CH2:51][O:52][CH3:53])[C:43]=3[CH:54]=2)=[CH:13][CH:12]=1, predict the reactants needed to synthesize it. The reactants are: [OH:1][CH:2]1[CH:7]([C:8]2[CH:13]=[CH:12][C:11]([O:14][CH3:15])=[CH:10][CH:9]=2)[CH:6]([O:16][Si:17]([CH:24]([CH3:26])[CH3:25])([CH:21]([CH3:23])[CH3:22])[CH:18]([CH3:20])[CH3:19])[CH2:5][N:4]([C:27]([O:29][CH2:30][C:31]2[CH:36]=[CH:35][CH:34]=[CH:33][CH:32]=2)=[O:28])[CH2:3]1.Cl[CH2:38][C:39]1[CH:40]=[CH:41][C:42]2[O:47][CH2:46][C:45](=[O:48])[N:44]([CH2:49][CH2:50][CH2:51][O:52][CH3:53])[C:43]=2[CH:54]=1. (5) Given the product [CH:1]1([N:4]2[C:8]3[C:9]([O:22][C@@H:23]([C@H:25]4[CH2:29][NH:28][C:27](=[O:30])[CH2:26]4)[CH3:24])=[CH:10][C:11]([C:32]4[N:33]=[C:34]([CH3:38])[N:35]([CH3:37])[CH:36]=4)=[CH:12][C:7]=3[N:6]=[CH:5]2)[CH2:3][CH2:2]1, predict the reactants needed to synthesize it. The reactants are: [CH:1]1([N:4]2[C:8]3[C:9]([O:22][C@@H:23]([C@H:25]4[CH2:29][NH:28][C:27](=[O:30])[CH2:26]4)[CH3:24])=[CH:10][C:11](B4OC(C)(C)C(C)(C)O4)=[CH:12][C:7]=3[N:6]=[CH:5]2)[CH2:3][CH2:2]1.Br[C:32]1[N:33]=[C:34]([CH3:38])[N:35]([CH3:37])[CH:36]=1.C([O-])([O-])=O.[Na+].[Na+].N#N. (6) The reactants are: [C:1]([C:5]1[CH:14]=[C:13]2[C:8]([CH:9]([OH:15])[CH2:10][CH2:11][O:12]2)=[CH:7][CH:6]=1)([CH3:4])([CH3:3])[CH3:2].[Cr](Cl)([O-])(=O)=O.[NH+]1C=CC=CC=1. Given the product [C:1]([C:5]1[CH:14]=[C:13]2[C:8]([C:9](=[O:15])[CH2:10][CH2:11][O:12]2)=[CH:7][CH:6]=1)([CH3:4])([CH3:2])[CH3:3], predict the reactants needed to synthesize it. (7) Given the product [CH2:1]([NH:3][C:4]([NH:6][C:7]1[CH:12]=[C:11]([C:13]2[S:14][CH:15]=[C:16]([C:18]3[CH:23]=[CH:22][CH:21]=[C:20]([O:24][CH3:25])[N:19]=3)[N:17]=2)[C:10]([C:26]2[S:27][C:28]([C:37]3[O:38][C:43]([CH3:44])=[N:40][N:39]=3)=[C:29]([C:31]3[N:35]([CH3:36])[N:34]=[CH:33][N:32]=3)[N:30]=2)=[CH:9][N:8]=1)=[O:5])[CH3:2], predict the reactants needed to synthesize it. The reactants are: [CH2:1]([NH:3][C:4]([NH:6][C:7]1[CH:12]=[C:11]([C:13]2[S:14][CH:15]=[C:16]([C:18]3[CH:23]=[CH:22][CH:21]=[C:20]([O:24][CH3:25])[N:19]=3)[N:17]=2)[C:10]([C:26]2[S:27][C:28]([C:37]([NH:39][NH2:40])=[O:38])=[C:29]([C:31]3[N:35]([CH3:36])[N:34]=[CH:33][N:32]=3)[N:30]=2)=[CH:9][N:8]=1)=[O:5])[CH3:2].CO[C:43](OC)(OC)[CH3:44].C1CCN2C(=NCCC2)CC1.